Task: Regression. Given two drug SMILES strings and cell line genomic features, predict the synergy score measuring deviation from expected non-interaction effect.. Dataset: NCI-60 drug combinations with 297,098 pairs across 59 cell lines (1) Drug 1: CC1=C(C(=CC=C1)Cl)NC(=O)C2=CN=C(S2)NC3=CC(=NC(=N3)C)N4CCN(CC4)CCO. Drug 2: CN(C(=O)NC(C=O)C(C(C(CO)O)O)O)N=O. Cell line: 786-0. Synergy scores: CSS=8.72, Synergy_ZIP=2.08, Synergy_Bliss=-0.346, Synergy_Loewe=-34.8, Synergy_HSA=-0.181. (2) Drug 1: C1CN1C2=NC(=NC(=N2)N3CC3)N4CC4. Drug 2: CC1=C(C(=O)C2=C(C1=O)N3CC4C(C3(C2COC(=O)N)OC)N4)N. Cell line: MCF7. Synergy scores: CSS=26.1, Synergy_ZIP=-5.97, Synergy_Bliss=-3.90, Synergy_Loewe=-0.623, Synergy_HSA=2.03. (3) Drug 1: CCC1=C2CN3C(=CC4=C(C3=O)COC(=O)C4(CC)O)C2=NC5=C1C=C(C=C5)O. Drug 2: CN(CCCl)CCCl.Cl. Cell line: A498. Synergy scores: CSS=26.7, Synergy_ZIP=-6.62, Synergy_Bliss=0.116, Synergy_Loewe=-21.0, Synergy_HSA=1.79. (4) Cell line: SNB-75. Drug 2: CC1CCCC2(C(O2)CC(NC(=O)CC(C(C(=O)C(C1O)C)(C)C)O)C(=CC3=CSC(=N3)C)C)C. Synergy scores: CSS=47.8, Synergy_ZIP=3.83, Synergy_Bliss=-0.760, Synergy_Loewe=-49.3, Synergy_HSA=0.363. Drug 1: C(CN)CNCCSP(=O)(O)O. (5) Drug 1: C1CCC(CC1)NC(=O)N(CCCl)N=O. Drug 2: C1C(C(OC1N2C=NC3=C2NC=NCC3O)CO)O. Cell line: NCI/ADR-RES. Synergy scores: CSS=0.738, Synergy_ZIP=-4.18, Synergy_Bliss=-9.19, Synergy_Loewe=-10.2, Synergy_HSA=-10.2. (6) Drug 1: CC1=CC2C(CCC3(C2CCC3(C(=O)C)OC(=O)C)C)C4(C1=CC(=O)CC4)C. Drug 2: CN(C)C1=NC(=NC(=N1)N(C)C)N(C)C. Cell line: HL-60(TB). Synergy scores: CSS=-24.3, Synergy_ZIP=2.39, Synergy_Bliss=-17.8, Synergy_Loewe=-22.7, Synergy_HSA=-22.0. (7) Drug 1: C1=CC(=CC=C1CCC2=CNC3=C2C(=O)NC(=N3)N)C(=O)NC(CCC(=O)O)C(=O)O. Drug 2: CC1=C2C(C(=O)C3(C(CC4C(C3C(C(C2(C)C)(CC1OC(=O)C(C(C5=CC=CC=C5)NC(=O)C6=CC=CC=C6)O)O)OC(=O)C7=CC=CC=C7)(CO4)OC(=O)C)O)C)OC(=O)C. Cell line: CCRF-CEM. Synergy scores: CSS=46.5, Synergy_ZIP=-0.509, Synergy_Bliss=-3.31, Synergy_Loewe=-4.38, Synergy_HSA=0.143.